This data is from Retrosynthesis with 50K atom-mapped reactions and 10 reaction types from USPTO. The task is: Predict the reactants needed to synthesize the given product. (1) Given the product Oc1ccc(CCNCc2ccc(C(F)(F)F)cc2)cc1, predict the reactants needed to synthesize it. The reactants are: NCCc1ccc(O)cc1.O=Cc1ccc(C(F)(F)F)cc1. (2) Given the product CC(C)N(CC(O)c1ccc(Cl)c(Cl)c1)C(=O)Nc1ccc(CN)cc1, predict the reactants needed to synthesize it. The reactants are: CC(C)N(CC(O)c1ccc(Cl)c(Cl)c1)C(=O)Nc1ccc(CNC(=O)OC(C)(C)C)cc1. (3) Given the product CC(C)(C)CN(CCOc1ccc(S(N)(=O)=O)cc1)c1ccc(C#N)c(C(F)(F)F)c1, predict the reactants needed to synthesize it. The reactants are: CC(C)(C)CN(CCO)c1ccc(C#N)c(C(F)(F)F)c1.NS(=O)(=O)c1ccc(O)cc1. (4) Given the product CCOC(=O)c1c(C)nc(NC2CCc3cc(OC)ccc3C2)nc1C, predict the reactants needed to synthesize it. The reactants are: CCOC(=O)c1c(C)nc(Cl)nc1C.COc1ccc2c(c1)CCC(N)C2. (5) Given the product COC(=O)C(C)(C)C(C)Nc1c(C(N)=O)cnn2cc(-c3ccccc3)cc12, predict the reactants needed to synthesize it. The reactants are: COC(=O)C(C)(C)C(C)Nc1c(C(N)=O)cnn2cc(Br)cc12.OB(O)c1ccccc1. (6) Given the product C=CC(=O)Nc1ccc(OC)c(Nc2nc(Nc3ccccc3C(=O)NC)c3c(Cl)cn(COCC[Si](C)(C)C)c3n2)c1, predict the reactants needed to synthesize it. The reactants are: C=CC(=O)Cl.CNC(=O)c1ccccc1Nc1nc(Nc2cc(N)ccc2OC)nc2c1c(Cl)cn2COCC[Si](C)(C)C. (7) Given the product CC(C)Sc1ncccc1F, predict the reactants needed to synthesize it. The reactants are: CC(C)S.Fc1cccnc1F.